This data is from Forward reaction prediction with 1.9M reactions from USPTO patents (1976-2016). The task is: Predict the product of the given reaction. (1) Given the reactants Cl[C:2]1[CH:7]=[C:6]([C:8]2[S:9][CH:10]=[C:11]([C:13]3[C:18](=[O:19])[NH:17][C:16]([CH3:20])=[C:15]([C:21]([O:23][CH2:24][CH3:25])=[O:22])[CH:14]=3)[N:12]=2)[CH:5]=[CH:4][N:3]=1.[F:26][C:27]1[CH:34]=[CH:33][C:30]([CH2:31][NH2:32])=[CH:29][CH:28]=1.Cl, predict the reaction product. The product is: [F:26][C:27]1[CH:34]=[CH:33][C:30]([CH2:31][NH:32][C:2]2[CH:7]=[C:6]([C:8]3[S:9][CH:10]=[C:11]([C:13]4[C:18](=[O:19])[NH:17][C:16]([CH3:20])=[C:15]([C:21]([O:23][CH2:24][CH3:25])=[O:22])[CH:14]=4)[N:12]=3)[CH:5]=[CH:4][N:3]=2)=[CH:29][CH:28]=1. (2) Given the reactants Br.[CH3:2][CH:3]1[CH2:9][NH:8][CH2:7][CH2:6][C:5]2[N:10]=[C:11]([OH:14])[CH:12]=[CH:13][C:4]1=2.CCN(CC)CC.[C:22](O[C:22]([C:24]([F:27])([F:26])[F:25])=[O:23])([C:24]([F:27])([F:26])[F:25])=[O:23], predict the reaction product. The product is: [CH3:2][CH:3]1[CH2:9][N:8]([C:22](=[O:23])[C:24]([F:27])([F:26])[F:25])[CH2:7][CH2:6][C:5]2[N:10]=[C:11]([OH:14])[CH:12]=[CH:13][C:4]1=2.